This data is from Reaction yield outcomes from USPTO patents with 853,638 reactions. The task is: Predict the reaction yield, written as a fraction of the theoretical maximum amount of product (1.0 means a 100% yield; for example, 0.34 means a 34% yield). (1) The reactants are [Cl:1][C:2]1[CH:7]=[CH:6][N:5]=[CH:4][C:3]=1[C:8]1[N:9](C)[C:10]2[C:15]([CH:16]=1)=[CH:14][CH:13]=[CH:12][CH:11]=2.ClCCl.ClS([N:25]=[C:26]=O)(=O)=[O:23]. The catalyst is CN(C=O)C. The product is [NH4+:5].[OH-:23].[Cl:1][C:2]1[CH:7]=[CH:6][N:5]=[CH:4][C:3]=1[C:8]1[NH:9][C:10]2[C:15]([C:16]=1[C:26]#[N:25])=[CH:14][CH:13]=[CH:12][CH:11]=2. The yield is 0.00100. (2) The reactants are [C:1]([CH:9]1[CH2:14][CH2:13][CH2:12][CH2:11][C:10]1=O)(=[O:8])[C:2]1[CH:7]=[CH:6][CH:5]=[N:4][CH:3]=1.[CH3:16][O:17][C:18](=[O:29])[C@H:19]([CH2:21][C:22]1[CH:27]=[CH:26][C:25]([OH:28])=[CH:24][CH:23]=1)[NH2:20].O.CO. The catalyst is C1(OC)C=CC=CC=1.[Pd]. The product is [CH3:16][O:17][C:18](=[O:29])[CH:19]([NH:20][C:10]1[CH:11]=[CH:12][CH:13]=[CH:14][C:9]=1[C:1](=[O:8])[C:2]1[CH:7]=[CH:6][CH:5]=[N:4][CH:3]=1)[CH2:21][C:22]1[CH:27]=[CH:26][C:25]([OH:28])=[CH:24][CH:23]=1. The yield is 0.390. (3) The reactants are I[C:2]1[CH:3]=[CH:4][C:5]2[N:6]([CH:8]=[C:9]([NH:11][C:12]([CH:14]3[CH2:16][CH2:15]3)=[O:13])[N:10]=2)[N:7]=1.[CH3:17][C:18]1[NH:19][C:20]2[C:25]([CH:26]=1)=[CH:24][CH:23]=[C:22]([OH:27])[CH:21]=2.C(=O)([O-])[O-].[K+].[K+]. The catalyst is CN(C)C=O. The product is [CH3:17][C:18]1[NH:19][C:20]2[C:25]([CH:26]=1)=[CH:24][CH:23]=[C:22]([O:27][C:2]1[CH:3]=[CH:4][C:5]3[N:6]([CH:8]=[C:9]([NH:11][C:12]([CH:14]4[CH2:16][CH2:15]4)=[O:13])[N:10]=3)[N:7]=1)[CH:21]=2. The yield is 0.360.